Dataset: Forward reaction prediction with 1.9M reactions from USPTO patents (1976-2016). Task: Predict the product of the given reaction. (1) Given the reactants [Cl-].[Al+3].[Cl-].[Cl-].[Cl-].[Na+].[O:7]1[C:17]2[C:12](=[CH:13][CH:14]=[CH:15][CH:16]=2)[CH2:11][CH2:10][C:8]1=[O:9].Cl, predict the reaction product. The product is: [OH:7][C:17]1[CH:16]=[CH:15][CH:14]=[C:13]2[C:12]=1[CH2:11][CH2:10][C:8]2=[O:9]. (2) Given the reactants [CH2:1](O)[CH2:2][CH2:3][CH2:4][C:5]#[CH:6].[CH3:8][O:9][C:10]1[CH:46]=[CH:45][C:13]([C:14]([O:29][CH2:30][C@H:31]2[O:35][C@@H:34]([N:36]3[CH:43]=[CH:42][C:40](=[O:41])[NH:39][C:37]3=[O:38])[CH2:33][C@@H:32]2[OH:44])([C:23]2[CH:28]=[CH:27][CH:26]=[CH:25][CH:24]=2)[C:15]2[CH:20]=[CH:19][C:18]([O:21][CH3:22])=[CH:17][CH:16]=2)=[CH:12][CH:11]=1, predict the reaction product. The product is: [CH3:8][O:9][C:10]1[CH:46]=[CH:45][C:13]([C:14]([O:29][CH2:30][C@H:31]2[O:35][C@@H:34]([N:36]3[CH:43]=[CH:42][C:40](=[O:41])[N:39]([CH2:6][CH2:5][CH2:4][CH2:3][C:2]#[CH:1])[C:37]3=[O:38])[CH2:33][C@@H:32]2[OH:44])([C:23]2[CH:24]=[CH:25][CH:26]=[CH:27][CH:28]=2)[C:15]2[CH:20]=[CH:19][C:18]([O:21][CH3:22])=[CH:17][CH:16]=2)=[CH:12][CH:11]=1. (3) Given the reactants [CH3:1][O-:2].[Na+].Cl[C:5]1[N:10]=[N:9][C:8]([N:11]2[C:15]([C:16]3[CH:21]=[CH:20][CH:19]=[CH:18][N:17]=3)=[CH:14][C:13]([C:22]([O:24][CH3:25])=[O:23])=[N:12]2)=[CH:7][CH:6]=1.Cl, predict the reaction product. The product is: [CH3:1][O:2][C:5]1[N:10]=[N:9][C:8]([N:11]2[C:15]([C:16]3[CH:21]=[CH:20][CH:19]=[CH:18][N:17]=3)=[CH:14][C:13]([C:22]([O:24][CH3:25])=[O:23])=[N:12]2)=[CH:7][CH:6]=1. (4) Given the reactants Cl[C:2]1[CH:13]=[C:6]2[N:7]([CH3:12])[CH:8]([CH3:11])[CH2:9][CH2:10][N:5]2[C:4](=[O:14])[N:3]=1.[Cl:15][C:16]1[CH:17]=[C:18]([CH2:23][OH:24])[CH:19]=[C:20]([F:22])[CH:21]=1, predict the reaction product. The product is: [Cl:15][C:16]1[CH:17]=[C:18]([CH:19]=[C:20]([F:22])[CH:21]=1)[CH2:23][O:24][C:2]1[CH:13]=[C:6]2[N:7]([CH3:12])[CH:8]([CH3:11])[CH2:9][CH2:10][N:5]2[C:4](=[O:14])[N:3]=1. (5) Given the reactants [C:1]1([C:15]2[CH:20]=[CH:19][CH:18]=[CH:17][CH:16]=2)[CH:6]=[CH:5][C:4]([CH2:7][CH2:8][N:9]2[CH2:13][CH2:12][CH2:11][C@H:10]2[CH3:14])=[CH:3][CH:2]=1.[Cl:21][S:22](O)(=[O:24])=[O:23], predict the reaction product. The product is: [CH3:14][C@@H:10]1[CH2:11][CH2:12][CH2:13][N:9]1[CH2:8][CH2:7][C:4]1[CH:5]=[CH:6][C:1]([C:15]2[CH:16]=[CH:17][C:18]([S:22]([Cl:21])(=[O:24])=[O:23])=[CH:19][CH:20]=2)=[CH:2][CH:3]=1.